Dataset: Reaction yield outcomes from USPTO patents with 853,638 reactions. Task: Predict the reaction yield, written as a fraction of the theoretical maximum amount of product (1.0 means a 100% yield; for example, 0.34 means a 34% yield). (1) The reactants are [NH2:1][C:2]1[C:7]([C:8]([C:10]2[C:15]([F:16])=[CH:14][CH:13]=[CH:12][C:11]=2[F:17])=[O:9])=[CH:6][CH:5]=[C:4]([NH:18][C:19]2[CH:24]=[CH:23][C:22]([NH2:25])=[CH:21][CH:20]=2)[N:3]=1.[C:26]1([S:32](Cl)(=[O:34])=[O:33])[CH:31]=[CH:30][CH:29]=[CH:28][CH:27]=1.C(N(CC)CC)C. The catalyst is C1COCC1.C(Cl)Cl. The product is [NH2:1][C:2]1[N:3]=[C:4]([NH:18][C:19]2[CH:20]=[CH:21][C:22]([NH:25][S:32]([C:26]3[CH:31]=[CH:30][CH:29]=[CH:28][CH:27]=3)(=[O:34])=[O:33])=[CH:23][CH:24]=2)[CH:5]=[CH:6][C:7]=1[C:8](=[O:9])[C:10]1[C:15]([F:16])=[CH:14][CH:13]=[CH:12][C:11]=1[F:17]. The yield is 0.730. (2) The yield is 0.470. The reactants are C(OC(=O)[NH:7][CH2:8][CH2:9][C:10]1[CH:15]=[CH:14][CH:13]=[C:12]([NH:16][C:17]([NH:19][CH2:20][C:21]2[CH:26]=[CH:25][CH:24]=[CH:23][CH:22]=2)=[O:18])[CH:11]=1)(C)(C)C. The catalyst is O1CCOCC1. The product is [NH2:7][CH2:8][CH2:9][C:10]1[CH:11]=[C:12]([NH:16][C:17]([NH:19][CH2:20][C:21]2[CH:26]=[CH:25][CH:24]=[CH:23][CH:22]=2)=[O:18])[CH:13]=[CH:14][CH:15]=1. (3) The yield is 0.965. The product is [NH2:22][C:23]1[N:28]=[C:27]([NH2:29])[C:26]2[C:25](=[N:31][CH:10]=[C:8]([C:4]3[CH:3]=[C:2]([OH:1])[CH:7]=[CH:6][CH:5]=3)[N:30]=2)[N:24]=1. The catalyst is O.Cl. The reactants are [OH:1][C:2]1[CH:3]=[C:4]([C:8]([CH:10]=O)=O)[CH:5]=[CH:6][CH:7]=1.CC(=NO)C.S(O)(O)(=O)=O.[NH2:22][C:23]1[N:28]=[C:27]([NH2:29])[C:26]([NH2:30])=[C:25]([NH2:31])[N:24]=1.C(=O)(O)[O-].[Na+].